Dataset: TCR-epitope binding with 47,182 pairs between 192 epitopes and 23,139 TCRs. Task: Binary Classification. Given a T-cell receptor sequence (or CDR3 region) and an epitope sequence, predict whether binding occurs between them. (1) The epitope is YLNTLTLAV. The TCR CDR3 sequence is CASSLSEELFF. Result: 1 (the TCR binds to the epitope). (2) The epitope is AVFDRKSDAK. The TCR CDR3 sequence is CAISESRGSLSDTQYF. Result: 1 (the TCR binds to the epitope). (3) The epitope is IIKDYGKQM. The TCR CDR3 sequence is CASSSSGSPYEQYF. Result: 0 (the TCR does not bind to the epitope). (4) The epitope is PKYVKQNTLKLAT. The TCR CDR3 sequence is CASSVTPGHTEAFF. Result: 1 (the TCR binds to the epitope). (5) The epitope is ILHCANFNV. The TCR CDR3 sequence is CASNPGGNYGYTF. Result: 1 (the TCR binds to the epitope).